This data is from NCI-60 drug combinations with 297,098 pairs across 59 cell lines. The task is: Regression. Given two drug SMILES strings and cell line genomic features, predict the synergy score measuring deviation from expected non-interaction effect. Drug 1: C1=CC=C(C=C1)NC(=O)CCCCCCC(=O)NO. Drug 2: CC1CCC2CC(C(=CC=CC=CC(CC(C(=O)C(C(C(=CC(C(=O)CC(OC(=O)C3CCCCN3C(=O)C(=O)C1(O2)O)C(C)CC4CCC(C(C4)OC)OCCO)C)C)O)OC)C)C)C)OC. Cell line: SNB-75. Synergy scores: CSS=8.13, Synergy_ZIP=-4.01, Synergy_Bliss=-2.31, Synergy_Loewe=-2.12, Synergy_HSA=-1.28.